Dataset: Full USPTO retrosynthesis dataset with 1.9M reactions from patents (1976-2016). Task: Predict the reactants needed to synthesize the given product. Given the product [CH2:18]([N:3]1[N:4]=[N:5][C:6]([C:7]([O:9][CH2:10][CH3:11])=[O:8])=[N:2]1)[CH2:19][CH2:20][CH3:21], predict the reactants needed to synthesize it. The reactants are: [Na].[NH:2]1[C:6]([C:7]([O:9][CH2:10][CH3:11])=[O:8])=[N:5][N:4]=[N:3]1.CN(C)C=O.Br[CH2:18][CH2:19][CH2:20][CH3:21].